Binary Classification. Given a miRNA mature sequence and a target amino acid sequence, predict their likelihood of interaction. From a dataset of Experimentally validated miRNA-target interactions with 360,000+ pairs, plus equal number of negative samples. The miRNA is hsa-miR-5584-3p with sequence UAGUUCUUCCCUUUGCCCAAUU. The protein sequence of the target gene is MDWKLEGSTQKVESPVLQGQEGILEETGEDGLPEGFQLLQIDAEGECQEGEILATGSTAWCSKNVQRKQRHWEKIVAAKKSKRKQEKERRKANRAENPGICPQHSKRFLRALTKDKLLEAKHSGPRLCIDLSMTHYMSKKELSRLAGQIRRLYGSNKKADRPFWICLTGFTTDSPLYEECVRMNDGFSSYLLDITEEDCFSLFPLETLVYLTPDSEHALEDVDLNKVYILGGLVDESIQKKVTFQKAREYSVKTARLPIQEYMVRNQNGKNYHSEILAINQVFDILSTYLETHNWPEALK.... Result: 0 (no interaction).